Dataset: Reaction yield outcomes from USPTO patents with 853,638 reactions. Task: Predict the reaction yield, written as a fraction of the theoretical maximum amount of product (1.0 means a 100% yield; for example, 0.34 means a 34% yield). (1) The reactants are I[CH2:2][C@@H:3]([CH3:17])[CH2:4][N:5]1[C:10]2[CH:11]=[C:12]([CH3:15])[CH:13]=[CH:14][C:9]=2[O:8][CH2:7][C:6]1=[O:16].CCN(CC)CC.[CH2:25]([CH:29]1[CH2:34][CH2:33][NH:32][CH2:31][CH2:30]1)[CH2:26][CH2:27][CH3:28]. The catalyst is C(Cl)Cl.CC(C)=O.CO. The product is [CH2:25]([CH:29]1[CH2:34][CH2:33][N:32]([CH2:2][C@@H:3]([CH3:17])[CH2:4][N:5]2[C:10]3[CH:11]=[C:12]([CH3:15])[CH:13]=[CH:14][C:9]=3[O:8][CH2:7][C:6]2=[O:16])[CH2:31][CH2:30]1)[CH2:26][CH2:27][CH3:28]. The yield is 0.840. (2) The reactants are [F:1][C:2]1[CH:3]=[C:4]([OH:8])[CH:5]=[CH:6][CH:7]=1.CC1C=CC(S(O[CH2:20][CH2:21][CH2:22][NH:23][C:24]2[C:25](=[O:41])[N:26]([C:37]([CH3:40])([CH3:39])[CH3:38])[S:27](=[O:36])(=[O:35])[C:28]=2[C:29]2[CH:34]=[CH:33][CH:32]=[CH:31][CH:30]=2)(=O)=O)=CC=1. No catalyst specified. The product is [C:37]([N:26]1[C:25](=[O:41])[C:24]([NH:23][CH2:22][CH2:21][CH2:20][O:8][C:4]2[CH:5]=[CH:6][CH:7]=[C:2]([F:1])[CH:3]=2)=[C:28]([C:29]2[CH:30]=[CH:31][CH:32]=[CH:33][CH:34]=2)[S:27]1(=[O:35])=[O:36])([CH3:38])([CH3:39])[CH3:40]. The yield is 0.650. (3) The yield is 1.00. The reactants are [CH3:1][OH:2].[Cl:3][C:4]1[CH:5]=[CH:6][C:7]([F:13])=[C:8]([CH:12]=1)[C:9](Cl)=[O:10]. The catalyst is ClCCl. The product is [CH3:1][O:2][C:9](=[O:10])[C:8]1[CH:12]=[C:4]([Cl:3])[CH:5]=[CH:6][C:7]=1[F:13]. (4) The reactants are [C:1]([CH2:3][C:4](O)=[O:5])#[N:2].[CH2:7]([O:9][C:10]([C:12]1[C:16]([C:17]2[CH:22]=[CH:21][C:20]([O:23][CH2:24][CH:25]=[CH2:26])=[CH:19][CH:18]=2)=[C:15]([CH3:27])[S:14][C:13]=1[NH2:28])=[O:11])[CH3:8].C([O-])([O-])=O.[Na+].[Na+]. The catalyst is C(Cl)Cl. The product is [CH2:7]([O:9][C:10]([C:12]1[C:16]([C:17]2[CH:22]=[CH:21][C:20]([O:23][CH2:24][CH:25]=[CH2:26])=[CH:19][CH:18]=2)=[C:15]([CH3:27])[S:14][C:13]=1[NH:28][C:4](=[O:5])[CH2:3][C:1]#[N:2])=[O:11])[CH3:8]. The yield is 1.00.